This data is from Catalyst prediction with 721,799 reactions and 888 catalyst types from USPTO. The task is: Predict which catalyst facilitates the given reaction. (1) Reactant: [S:1]1[CH:5]=[CH:4][C:3]2[S:6][CH:7]=[CH:8][C:2]1=2.[Cl:9][CH2:10][C:11](Cl)=[O:12].O.Cl. Product: [Cl:9][CH2:10][C:11]([C:5]1[S:1][C:2]2[CH:8]=[CH:7][S:6][C:3]=2[CH:4]=1)=[O:12]. The catalyst class is: 2. (2) Reactant: [Li+].[OH-].[CH3:3][O:4][C:5]1[CH:31]=[CH:30][C:8]([CH2:9][NH:10][C:11]2[C:20](/[CH:21]=[C:22](\[CH3:28])/[C:23]([O:25]CC)=[O:24])=[CH:19][C:18]3[C:13](=[CH:14][CH:15]=[C:16]([Br:29])[CH:17]=3)[N:12]=2)=[CH:7][CH:6]=1. Product: [CH3:3][O:4][C:5]1[CH:6]=[CH:7][C:8]([CH2:9][NH:10][C:11]2[C:20](/[CH:21]=[C:22](\[CH3:28])/[C:23]([OH:25])=[O:24])=[CH:19][C:18]3[C:13](=[CH:14][CH:15]=[C:16]([Br:29])[CH:17]=3)[N:12]=2)=[CH:30][CH:31]=1. The catalyst class is: 92. (3) Reactant: [CH3:1][C:2]1[CH:17]=[CH:16][C:5]2[N:6]=[C:7]([C:10]3[CH:15]=[CH:14][CH:13]=[CH:12][CH:11]=3)[CH2:8][O:9][C:4]=2[CH:3]=1.FC(F)(F)C(O)=O.[N:25](OCCCC)=[O:26]. Product: [CH3:1][C:2]1[CH:17]=[CH:16][C:5]2[N:6]([N:25]=[O:26])[CH:7]([C:10]3[CH:15]=[CH:14][CH:13]=[CH:12][CH:11]=3)[CH2:8][O:9][C:4]=2[CH:3]=1. The catalyst class is: 27. (4) Reactant: [Cl:1][C:2]1[CH:7]=[C:6]([Cl:8])[CH:5]=[CH:4][C:3]=1[C:9](=[O:18])[CH2:10][C:11]1[CH:16]=[CH:15][C:14]([F:17])=[CH:13][CH:12]=1.CO[CH:21](OC)[N:22]([CH3:24])[CH3:23]. Product: [Cl:1][C:2]1[CH:7]=[C:6]([Cl:8])[CH:5]=[CH:4][C:3]=1[C:9](=[O:18])[C:10]([C:11]1[CH:16]=[CH:15][C:14]([F:17])=[CH:13][CH:12]=1)=[CH:21][N:22]([CH3:24])[CH3:23]. The catalyst class is: 3. (5) Reactant: [F:1][C:2]1[CH:7]=[C:6]([CH2:8][OH:9])[CH:5]=[CH:4][N:3]=1.CC(OI1(OC(C)=O)(OC(C)=O)OC(=O)C2C=CC=CC1=2)=O.C(=O)([O-])O.[Na+]. Product: [F:1][C:2]1[CH:7]=[C:6]([CH:8]=[O:9])[CH:5]=[CH:4][N:3]=1. The catalyst class is: 22. (6) Reactant: [CH:1]([NH:4][CH2:5][CH2:6][O:7][C:8]1[CH:13]=[CH:12][C:11]([N+:14]([O-:16])=[O:15])=[CH:10][CH:9]=1)([CH3:3])[CH3:2].[C:17]([O:21][C:22](O[C:22]([O:21][C:17]([CH3:20])([CH3:19])[CH3:18])=[O:23])=[O:23])([CH3:20])([CH3:19])[CH3:18]. Product: [C:17]([O:21][C:22](=[O:23])[N:4]([CH:1]([CH3:3])[CH3:2])[CH2:5][CH2:6][O:7][C:8]1[CH:9]=[CH:10][C:11]([N+:14]([O-:16])=[O:15])=[CH:12][CH:13]=1)([CH3:20])([CH3:19])[CH3:18]. The catalyst class is: 12.